Dataset: Retrosynthesis with 50K atom-mapped reactions and 10 reaction types from USPTO. Task: Predict the reactants needed to synthesize the given product. (1) Given the product CCC(C)Oc1cccc(CC(=O)O)c1, predict the reactants needed to synthesize it. The reactants are: CCC(C)Oc1cccc(CC(=O)OC)c1. (2) Given the product CN1CCC(OC(=O)COC(=O)c2ccccc2Nc2ccnc3c(C(F)(F)F)cccc23)(c2ccccc2)CC1, predict the reactants needed to synthesize it. The reactants are: CN1CCC(OC(=O)CCl)(c2ccccc2)CC1.O=C(O)c1ccccc1Nc1ccnc2c(C(F)(F)F)cccc12.